From a dataset of NCI-60 drug combinations with 297,098 pairs across 59 cell lines. Regression. Given two drug SMILES strings and cell line genomic features, predict the synergy score measuring deviation from expected non-interaction effect. (1) Drug 2: C(CN)CNCCSP(=O)(O)O. Synergy scores: CSS=51.0, Synergy_ZIP=0.800, Synergy_Bliss=-0.713, Synergy_Loewe=-31.3, Synergy_HSA=0.158. Cell line: NCI-H460. Drug 1: CC1=C(C(=O)C2=C(C1=O)N3CC4C(C3(C2COC(=O)N)OC)N4)N. (2) Drug 1: CNC(=O)C1=CC=CC=C1SC2=CC3=C(C=C2)C(=NN3)C=CC4=CC=CC=N4. Drug 2: CC1C(C(CC(O1)OC2CC(CC3=C2C(=C4C(=C3O)C(=O)C5=CC=CC=C5C4=O)O)(C(=O)C)O)N)O. Cell line: SN12C. Synergy scores: CSS=33.5, Synergy_ZIP=-2.39, Synergy_Bliss=-4.24, Synergy_Loewe=-12.5, Synergy_HSA=-2.85. (3) Drug 1: C1=NC2=C(N1)C(=S)N=CN2. Drug 2: C1CN(CCN1C(=O)CCBr)C(=O)CCBr. Cell line: HCT-15. Synergy scores: CSS=18.3, Synergy_ZIP=-12.5, Synergy_Bliss=-5.68, Synergy_Loewe=-5.36, Synergy_HSA=-1.82. (4) Drug 1: C1CCN(CC1)CCOC2=CC=C(C=C2)C(=O)C3=C(SC4=C3C=CC(=C4)O)C5=CC=C(C=C5)O. Drug 2: CC1=C(N=C(N=C1N)C(CC(=O)N)NCC(C(=O)N)N)C(=O)NC(C(C2=CN=CN2)OC3C(C(C(C(O3)CO)O)O)OC4C(C(C(C(O4)CO)O)OC(=O)N)O)C(=O)NC(C)C(C(C)C(=O)NC(C(C)O)C(=O)NCCC5=NC(=CS5)C6=NC(=CS6)C(=O)NCCC[S+](C)C)O. Cell line: UACC62. Synergy scores: CSS=0.641, Synergy_ZIP=1.39, Synergy_Bliss=1.24, Synergy_Loewe=1.17, Synergy_HSA=-0.390. (5) Drug 1: C1=CC=C(C=C1)NC(=O)CCCCCCC(=O)NO. Drug 2: C(=O)(N)NO. Cell line: K-562. Synergy scores: CSS=42.1, Synergy_ZIP=-5.42, Synergy_Bliss=-10.8, Synergy_Loewe=-42.0, Synergy_HSA=-7.27. (6) Drug 1: CC1=C(C=C(C=C1)NC2=NC=CC(=N2)N(C)C3=CC4=NN(C(=C4C=C3)C)C)S(=O)(=O)N.Cl. Drug 2: C(CC(=O)O)C(=O)CN.Cl. Cell line: HOP-62. Synergy scores: CSS=7.84, Synergy_ZIP=-5.56, Synergy_Bliss=-10.5, Synergy_Loewe=-8.91, Synergy_HSA=-9.05. (7) Drug 1: C1=NC2=C(N1)C(=S)N=CN2. Drug 2: C1=NC2=C(N=C(N=C2N1C3C(C(C(O3)CO)O)F)Cl)N. Cell line: MALME-3M. Synergy scores: CSS=2.94, Synergy_ZIP=-3.29, Synergy_Bliss=-1.22, Synergy_Loewe=-0.954, Synergy_HSA=-0.881. (8) Drug 1: CNC(=O)C1=NC=CC(=C1)OC2=CC=C(C=C2)NC(=O)NC3=CC(=C(C=C3)Cl)C(F)(F)F. Drug 2: CC(C)NC(=O)C1=CC=C(C=C1)CNNC.Cl. Cell line: MALME-3M. Synergy scores: CSS=0.593, Synergy_ZIP=1.43, Synergy_Bliss=3.52, Synergy_Loewe=1.43, Synergy_HSA=1.05. (9) Cell line: LOX IMVI. Drug 2: C1C(C(OC1N2C=NC3=C2NC=NCC3O)CO)O. Drug 1: CN(C)C1=NC(=NC(=N1)N(C)C)N(C)C. Synergy scores: CSS=3.40, Synergy_ZIP=-4.51, Synergy_Bliss=-8.70, Synergy_Loewe=-6.09, Synergy_HSA=-5.42.